The task is: Regression. Given two drug SMILES strings and cell line genomic features, predict the synergy score measuring deviation from expected non-interaction effect.. This data is from NCI-60 drug combinations with 297,098 pairs across 59 cell lines. (1) Drug 1: CC(CN1CC(=O)NC(=O)C1)N2CC(=O)NC(=O)C2. Drug 2: B(C(CC(C)C)NC(=O)C(CC1=CC=CC=C1)NC(=O)C2=NC=CN=C2)(O)O. Cell line: SK-MEL-28. Synergy scores: CSS=3.55, Synergy_ZIP=-2.30, Synergy_Bliss=-0.585, Synergy_Loewe=-3.55, Synergy_HSA=-3.56. (2) Drug 1: C1C(C(OC1N2C=C(C(=O)NC2=O)F)CO)O. Drug 2: C1C(C(OC1N2C=NC3=C2NC=NCC3O)CO)O. Cell line: DU-145. Synergy scores: CSS=7.40, Synergy_ZIP=-6.11, Synergy_Bliss=-5.92, Synergy_Loewe=-7.49, Synergy_HSA=-3.65. (3) Synergy scores: CSS=11.5, Synergy_ZIP=-4.29, Synergy_Bliss=-0.501, Synergy_Loewe=-7.17, Synergy_HSA=-2.13. Cell line: MALME-3M. Drug 1: CC1CCC2CC(C(=CC=CC=CC(CC(C(=O)C(C(C(=CC(C(=O)CC(OC(=O)C3CCCCN3C(=O)C(=O)C1(O2)O)C(C)CC4CCC(C(C4)OC)O)C)C)O)OC)C)C)C)OC. Drug 2: CN(CC1=CN=C2C(=N1)C(=NC(=N2)N)N)C3=CC=C(C=C3)C(=O)NC(CCC(=O)O)C(=O)O. (4) Drug 2: CN1C2=C(C=C(C=C2)N(CCCl)CCCl)N=C1CCCC(=O)O.Cl. Drug 1: C1=CC(=CC=C1CCC2=CNC3=C2C(=O)NC(=N3)N)C(=O)NC(CCC(=O)O)C(=O)O. Cell line: HCT-15. Synergy scores: CSS=30.8, Synergy_ZIP=-1.26, Synergy_Bliss=-4.31, Synergy_Loewe=-43.4, Synergy_HSA=-5.38. (5) Drug 1: C1=CC(=CC=C1CCC2=CNC3=C2C(=O)NC(=N3)N)C(=O)NC(CCC(=O)O)C(=O)O. Drug 2: CCC1(C2=C(COC1=O)C(=O)N3CC4=CC5=C(C=CC(=C5CN(C)C)O)N=C4C3=C2)O.Cl. Cell line: M14. Synergy scores: CSS=32.9, Synergy_ZIP=-3.14, Synergy_Bliss=0.780, Synergy_Loewe=3.71, Synergy_HSA=4.45. (6) Drug 2: C(CCl)NC(=O)N(CCCl)N=O. Drug 1: C1CC(=O)NC(=O)C1N2CC3=C(C2=O)C=CC=C3N. Synergy scores: CSS=8.66, Synergy_ZIP=-0.191, Synergy_Bliss=3.91, Synergy_Loewe=3.32, Synergy_HSA=1.90. Cell line: NCI/ADR-RES.